The task is: Predict which catalyst facilitates the given reaction.. This data is from Catalyst prediction with 721,799 reactions and 888 catalyst types from USPTO. (1) Reactant: [N:1]1[C:10]2[C:5](=[CH:6][CH:7]=[CH:8][CH:9]=2)[CH:4]=[CH:3][C:2]=1[OH:11].[F:12][C:13]([F:26])([F:25])[S:14](O[S:14]([C:13]([F:26])([F:25])[F:12])(=[O:16])=[O:15])(=[O:16])=[O:15]. Product: [F:12][C:13]([F:26])([F:25])[S:14]([O:11][C:2]1[CH:3]=[CH:4][C:5]2[C:10](=[CH:9][CH:8]=[CH:7][CH:6]=2)[N:1]=1)(=[O:16])=[O:15]. The catalyst class is: 17. (2) Reactant: [CH3:1][C:2]1[C:3]2[C:8]([N:9]=[C:10]3[C:15]=1[CH:14]=[CH:13][CH:12]=[CH:11]3)=[CH:7][CH:6]=[CH:5][CH:4]=2.C1C(=O)N([Br:23])C(=O)C1. Product: [Br:23][CH2:1][C:2]1[C:15]2[C:10]([N:9]=[C:8]3[C:3]=1[CH:4]=[CH:5][CH:6]=[CH:7]3)=[CH:11][CH:12]=[CH:13][CH:14]=2. The catalyst class is: 4. (3) Reactant: [NH2:1][C:2]1[CH:3]=[CH:4][C:5]2[O:9][C:8]([CH:10]([NH:17][C:18]3[CH:23]=[CH:22][C:21]([C:24]([N:26]([CH3:34])[CH2:27][CH2:28][C:29]([O:31][CH2:32][CH3:33])=[O:30])=[O:25])=[CH:20][CH:19]=3)[CH:11]3[CH2:16][CH2:15][CH2:14][CH2:13][CH2:12]3)=[C:7]([CH3:35])[C:6]=2[CH:36]=1.C(N(CC)CC)C.[CH2:44]([N:46]=[C:47]=[O:48])[CH3:45]. Product: [CH:11]1([CH:10]([NH:17][C:18]2[CH:23]=[CH:22][C:21]([C:24]([N:26]([CH3:34])[CH2:27][CH2:28][C:29]([O:31][CH2:32][CH3:33])=[O:30])=[O:25])=[CH:20][CH:19]=2)[C:8]2[O:9][C:5]3[CH:4]=[CH:3][C:2]([NH:1][C:47](=[O:48])[NH:46][CH2:44][CH3:45])=[CH:36][C:6]=3[C:7]=2[CH3:35])[CH2:12][CH2:13][CH2:14][CH2:15][CH2:16]1. The catalyst class is: 7.